Dataset: Full USPTO retrosynthesis dataset with 1.9M reactions from patents (1976-2016). Task: Predict the reactants needed to synthesize the given product. Given the product [F:46][C:47]1[CH:48]=[C:49]([CH:88]=[CH:89][CH:90]=1)[CH2:50][N:51]1[CH:55]=[C:54]([C:56]2[C:64]3[C:59](=[N:60][CH:61]=[C:62]([C:65]4[CH:66]=[CH:67][C:68]([N:71]5[CH2:76][CH2:75][CH:74]([OH:77])[CH2:73][CH2:72]5)=[CH:69][CH:70]=4)[CH:63]=3)[NH:58][CH:57]=2)[CH:53]=[N:52]1, predict the reactants needed to synthesize it. The reactants are: Cl.FC1C=C(C=CC=1)CN1C=C(C2C3C(=NC=C(C4C=CC(C5CCNCC5)=CC=4)C=3)N(S(C3C=CC(C)=CC=3)(=O)=O)C=2)C=N1.[F:46][C:47]1[CH:48]=[C:49]([CH:88]=[CH:89][CH:90]=1)[CH2:50][N:51]1[CH:55]=[C:54]([C:56]2[C:64]3[C:59](=[N:60][CH:61]=[C:62]([C:65]4[CH:70]=[CH:69][C:68]([N:71]5[CH2:76][CH2:75][CH:74]([OH:77])[CH2:73][CH2:72]5)=[CH:67][CH:66]=4)[CH:63]=3)[N:58](S(C3C=CC(C)=CC=3)(=O)=O)[CH:57]=2)[CH:53]=[N:52]1.[OH-].[Li+].